This data is from Full USPTO retrosynthesis dataset with 1.9M reactions from patents (1976-2016). The task is: Predict the reactants needed to synthesize the given product. (1) Given the product [O:4]([CH2:8][C:7]([CH2:12][O:13][C:7]1[CH:12]=[CH:11][CH:10]=[CH:9][CH:8]=1)=[O:13])[C:3]1[CH:5]=[CH:11][CH:10]=[CH:9][CH:2]=1, predict the reactants needed to synthesize it. The reactants are: Br[CH2:2][C:3]([CH2:5]Br)=[O:4].[C:7]1([OH:13])[CH:12]=[CH:11][CH:10]=[CH:9][CH:8]=1.[F-].[K+]. (2) The reactants are: FC(F)(F)C(O)=O.[CH3:8][O:9][CH2:10][CH2:11][O:12][C:13]1[CH:18]=[CH:17][N:16]2[C:19]([C:22]3[CH:31]=[CH:30][C:29]4[C:24](=[C:25]([O:32][CH:33]5[CH2:38][CH2:37][N:36](C(OC(C)(C)C)=O)[CH2:35][CH2:34]5)[CH:26]=[CH:27][CH:28]=4)[N:23]=3)=[CH:20][N:21]=[C:15]2[CH:14]=1. Given the product [CH3:8][O:9][CH2:10][CH2:11][O:12][C:13]1[CH:18]=[CH:17][N:16]2[C:19]([C:22]3[CH:31]=[CH:30][C:29]4[C:24](=[C:25]([O:32][CH:33]5[CH2:38][CH2:37][NH:36][CH2:35][CH2:34]5)[CH:26]=[CH:27][CH:28]=4)[N:23]=3)=[CH:20][N:21]=[C:15]2[CH:14]=1, predict the reactants needed to synthesize it. (3) Given the product [O:7]1[C@H:3]2[CH2:4][O:5][CH2:6][C@H:2]2[NH:1][C:17]1=[O:18], predict the reactants needed to synthesize it. The reactants are: [NH2:1][C@@H:2]1[CH2:6][O:5][CH2:4][C@@H:3]1[OH:7].CCN(C(C)C)C(C)C.[C:17](=O)(OC(Cl)(Cl)Cl)[O:18]C(Cl)(Cl)Cl.C([O-])([O-])=O.[K+].[K+]. (4) Given the product [NH2:10][C@@H:11]1[CH2:16][CH2:15][CH2:14][CH2:13][C@H:12]1[NH:17][C:8]([NH:7][C:3]1[C:2]([CH3:1])=[CH:6][S:5][CH:4]=1)=[S:9], predict the reactants needed to synthesize it. The reactants are: [CH3:1][C:2]1[C:3]([N:7]=[C:8]=[S:9])=[CH:4][S:5][CH:6]=1.[NH2:10][C@@H:11]1[CH2:16][CH2:15][CH2:14][CH2:13][C@H:12]1[NH2:17]. (5) Given the product [CH3:12][C:3]1([CH3:13])[C:2]([CH3:14])([CH3:1])[O:6][B:5]([C:7]2[CH:8]=[N:9][N:10]([CH2:16][C:17]([O:19][CH2:20][CH3:21])=[O:18])[CH:11]=2)[O:4]1, predict the reactants needed to synthesize it. The reactants are: [CH3:1][C:2]1([CH3:14])[O:6][B:5]([C:7]2[CH:8]=[N:9][NH:10][CH:11]=2)[O:4][C:3]1([CH3:13])[CH3:12].Br[CH2:16][C:17]([O:19][CH2:20][CH3:21])=[O:18].C(=O)([O-])[O-].[Cs+].[Cs+].CN(C)C=O. (6) Given the product [CH2:132]([O:134][C:135]1[CH:136]=[C:137]([CH:140]=[C:141]([O:144][CH2:145][CH3:146])[C:142]=1[F:143])[CH2:138][N:12]1[CH2:11][CH2:10][CH:9]([NH:8][C:6](=[O:7])[C:5]2[CH:15]=[C:16]([O:18][CH2:19][C:20]3[NH:21][N:22]=[N:23][N:24]=3)[CH:17]=[C:3]([O:2][CH3:1])[CH:4]=2)[CH2:14][CH2:13]1)[CH3:133], predict the reactants needed to synthesize it. The reactants are: [CH3:1][O:2][C:3]1[CH:4]=[C:5]([CH:15]=[C:16]([O:18][CH2:19][C:20]2[NH:24][N:23]=[N:22][N:21]=2)[CH:17]=1)[C:6]([NH:8][CH:9]1[CH2:14][CH2:13][NH:12][CH2:11][CH2:10]1)=[O:7].C(OC(N1CCC(NC(=O)C2C=C(OCC3N(C(C4C=CC=CC=4)(C4C=CC=CC=4)C4C=CC=CC=4)N=NN=3)C=C(OC)C=2)CC1)=O)(C)(C)C.C(OC(N1CCC(NC(=O)C2C=C(OCC3N=NN(C(C4C=CC=CC=4)(C4C=CC=CC=4)C4C=CC=CC=4)N=3)C=C(OC)C=2)CC1)=O)(C)(C)C.FC(F)(F)C(O)=O.[CH2:132]([O:134][C:135]1[CH:136]=[C:137]([CH:140]=[C:141]([O:144][CH2:145][CH3:146])[C:142]=1[F:143])[CH:138]=O)[CH3:133].C([BH3-])#N.[Na+].C(N(C(C)C)C(C)C)C. (7) Given the product [CH:1]1([N:6]2[CH2:12][CH2:11][CH2:10][N:9]([C:13]([N:15]3[CH2:18][CH:17]([O:19][C:21]4[CH:22]=[CH:23][C:24]([C:27]([OH:30])([CH3:29])[CH3:28])=[N:25][CH:26]=4)[CH2:16]3)=[O:14])[CH2:8][CH2:7]2)[CH2:2][CH2:3][CH2:4][CH2:5]1, predict the reactants needed to synthesize it. The reactants are: [CH:1]1([N:6]2[CH2:12][CH2:11][CH2:10][N:9]([C:13]([N:15]3[CH2:18][CH:17]([OH:19])[CH2:16]3)=[O:14])[CH2:8][CH2:7]2)[CH2:5][CH2:4][CH2:3][CH2:2]1.F[C:21]1[CH:22]=[CH:23][C:24]([C:27]([OH:30])([CH3:29])[CH3:28])=[N:25][CH:26]=1. (8) Given the product [CH3:1][O:2][C:3]([C:4]1[N:26]=[C:23]([CH3:24])[S:25][C:5]=1[C:7]1[CH:12]=[CH:11][CH:10]=[C:9]([O:13][CH2:14][C:15]2[CH:20]=[CH:19][CH:18]=[CH:17][CH:16]=2)[CH:8]=1)=[O:22], predict the reactants needed to synthesize it. The reactants are: [CH3:1][O:2][C:3](=[O:22])[C:4](=O)[CH:5]([C:7]1[CH:12]=[CH:11][CH:10]=[C:9]([O:13][CH2:14][C:15]2[CH:20]=[CH:19][CH:18]=[CH:17][CH:16]=2)[CH:8]=1)Cl.[C:23]([NH2:26])(=[S:25])[CH3:24]. (9) The reactants are: I[C:2]1[CH:7]=[C:6]([CH3:8])[C:5]([C:9](=[O:11])[CH3:10])=[C:4]([CH3:12])[CH:3]=1.[C:13]1([SH:19])[CH:18]=[CH:17][CH:16]=[CH:15][CH:14]=1.[OH-].[K+]. Given the product [CH3:8][C:6]1[CH:7]=[C:2]([S:19][C:13]2[CH:18]=[CH:17][CH:16]=[CH:15][CH:14]=2)[CH:3]=[C:4]([CH3:12])[C:5]=1[C:9](=[O:11])[CH3:10], predict the reactants needed to synthesize it.